Dataset: NCI-60 drug combinations with 297,098 pairs across 59 cell lines. Task: Regression. Given two drug SMILES strings and cell line genomic features, predict the synergy score measuring deviation from expected non-interaction effect. (1) Drug 1: C1=CC(=CC=C1CCCC(=O)O)N(CCCl)CCCl. Drug 2: CCC1=C2CN3C(=CC4=C(C3=O)COC(=O)C4(CC)O)C2=NC5=C1C=C(C=C5)O. Cell line: MALME-3M. Synergy scores: CSS=19.8, Synergy_ZIP=-10.7, Synergy_Bliss=-4.86, Synergy_Loewe=-7.27, Synergy_HSA=-1.88. (2) Drug 1: CC12CCC3C(C1CCC2=O)CC(=C)C4=CC(=O)C=CC34C. Drug 2: CCC1(CC2CC(C3=C(CCN(C2)C1)C4=CC=CC=C4N3)(C5=C(C=C6C(=C5)C78CCN9C7C(C=CC9)(C(C(C8N6C)(C(=O)OC)O)OC(=O)C)CC)OC)C(=O)OC)O.OS(=O)(=O)O. Cell line: SN12C. Synergy scores: CSS=45.6, Synergy_ZIP=-3.00, Synergy_Bliss=-0.515, Synergy_Loewe=1.16, Synergy_HSA=2.63. (3) Cell line: BT-549. Synergy scores: CSS=1.22, Synergy_ZIP=-3.23, Synergy_Bliss=-1.91, Synergy_Loewe=-5.92, Synergy_HSA=-4.81. Drug 2: CC1=C(C=C(C=C1)C(=O)NC2=CC(=CC(=C2)C(F)(F)F)N3C=C(N=C3)C)NC4=NC=CC(=N4)C5=CN=CC=C5. Drug 1: C(=O)(N)NO.